Dataset: Forward reaction prediction with 1.9M reactions from USPTO patents (1976-2016). Task: Predict the product of the given reaction. (1) Given the reactants Cl.[CH3:2][C:3]1[CH:13]=[N:12][C:6]2[NH:7][CH2:8][C:9](=[O:11])[NH:10][C:5]=2[CH:4]=1.Cl[C:15]([O:18]C(=O)OC(Cl)(Cl)Cl)(Cl)Cl.Cl.[F:27][C:28]([F:41])([F:40])[O:29][C:30]1[CH:35]=[CH:34][C:33]([CH:36]([NH2:39])[CH2:37][CH3:38])=[CH:32][CH:31]=1, predict the reaction product. The product is: [CH3:2][C:3]1[CH:13]=[N:12][C:6]2[N:7]([C:15]([NH:39][CH:36]([C:33]3[CH:32]=[CH:31][C:30]([O:29][C:28]([F:40])([F:41])[F:27])=[CH:35][CH:34]=3)[CH2:37][CH3:38])=[O:18])[CH2:8][C:9](=[O:11])[NH:10][C:5]=2[CH:4]=1. (2) Given the reactants [CH2:1]([O:3][C:4](=[O:30])[C:5]([C:8]1[N:9]=[C:10]([N:13](C(OC(C)(C)C)=O)CC2C=CC(OC)=CC=2)[S:11][CH:12]=1)([CH3:7])[CH3:6])[CH3:2], predict the reaction product. The product is: [CH2:1]([O:3][C:4](=[O:30])[C:5]([C:8]1[N:9]=[C:10]([NH2:13])[S:11][CH:12]=1)([CH3:7])[CH3:6])[CH3:2]. (3) Given the reactants [NH2:1][C:2]1[CH:7]=[CH:6][C:5]([N:8]2[C:14](=[O:15])[CH2:13][C:12](=[O:16])[NH:11][C:10]3[C:17]4[C:22]([CH:23]=[CH:24][C:9]2=3)=[CH:21][CH:20]=[CH:19][CH:18]=4)=[CH:4][CH:3]=1.[Cl:25][C:26]1[CH:31]=[C:30]([O:32][CH3:33])[CH:29]=[CH:28][C:27]=1[CH2:34][C:35](Cl)=[O:36].C(NC1C=CC(N2C(=O)CC(=O)NC3C4C(C=CC2=3)=CC=CC=4)=CC=1)(=O)C1C=CC=CC=1, predict the reaction product. The product is: [Cl:25][C:26]1[CH:31]=[C:30]([O:32][CH3:33])[CH:29]=[CH:28][C:27]=1[CH2:34][C:35]([NH:1][C:2]1[CH:7]=[CH:6][C:5]([N:8]2[C:14](=[O:15])[CH2:13][C:12](=[O:16])[NH:11][C:10]3[C:17]4[C:22]([CH:23]=[CH:24][C:9]2=3)=[CH:21][CH:20]=[CH:19][CH:18]=4)=[CH:4][CH:3]=1)=[O:36]. (4) Given the reactants Br[C:2]1[CH:11]=[C:10]2[C:5]([C:6]([S:22][CH3:23])=[N:7][C:8]([C:12]([F:21])([F:20])[C:13]3[CH:18]=[CH:17][C:16]([F:19])=[CH:15][CH:14]=3)=[N:9]2)=[CH:4][CH:3]=1.[N:24]1[CH:29]=[C:28](B(O)O)[CH:27]=[N:26][CH:25]=1.C([O-])([O-])=O.[Na+].[Na+], predict the reaction product. The product is: [F:20][C:12]([F:21])([C:13]1[CH:18]=[CH:17][C:16]([F:19])=[CH:15][CH:14]=1)[C:8]1[N:7]=[C:6]([S:22][CH3:23])[C:5]2[C:10](=[CH:11][C:2]([C:28]3[CH:29]=[N:24][CH:25]=[N:26][CH:27]=3)=[CH:3][CH:4]=2)[N:9]=1. (5) Given the reactants [CH2:1]([O:8][C:9]1[CH:10]=[CH:11][C:12]([CH:15]=[O:16])=[N:13][CH:14]=1)[C:2]1[CH:7]=[CH:6][CH:5]=[CH:4][CH:3]=1.O.S(=O)(=O)([OH:20])N.Cl([O-])=O.[Na+], predict the reaction product. The product is: [CH2:1]([O:8][C:9]1[CH:10]=[CH:11][C:12]([C:15]([OH:20])=[O:16])=[N:13][CH:14]=1)[C:2]1[CH:3]=[CH:4][CH:5]=[CH:6][CH:7]=1. (6) Given the reactants [CH2:1]([O:8][C:9](Cl)=[O:10])[C:2]1[CH:7]=[CH:6][CH:5]=[CH:4][CH:3]=1.C(N(CC)CC)C.[CH2:19]([NH:21][CH2:22][CH2:23][OH:24])[CH3:20], predict the reaction product. The product is: [CH2:19]([N:21]([CH2:22][CH2:23][OH:24])[C:9](=[O:10])[O:8][CH2:1][C:2]1[CH:7]=[CH:6][CH:5]=[CH:4][CH:3]=1)[CH3:20]. (7) Given the reactants Br[C:2]1[CH:10]=[C:9]2[C:5]([CH2:6][C:7]3([CH2:19][C:14]4[CH:15]=[N:16][N:17]=[CH:18][C:13]=4[CH2:12]3)[C:8]2=[O:11])=[CH:4][CH:3]=1.[C:20]([C:22]1[CH:23]=[C:24](B(O)O)[CH:25]=[CH:26][CH:27]=1)#[N:21].C([O-])([O-])=O.[Cs+].[Cs+].O1CCOCC1, predict the reaction product. The product is: [O:11]=[C:8]1[C:9]2[C:5](=[CH:4][CH:3]=[C:2]([C:26]3[CH:27]=[C:22]([CH:23]=[CH:24][CH:25]=3)[C:20]#[N:21])[CH:10]=2)[CH2:6][C:7]21[CH2:19][C:14]1[CH:15]=[N:16][N:17]=[CH:18][C:13]=1[CH2:12]2. (8) Given the reactants [S:1]=[C:2]=[N:3][CH2:4][C:5]([O:7]C)=[O:6].[S:9]1[CH:13]=[CH:12][CH:11]=[C:10]1[C:14]([NH:16][NH2:17])=O, predict the reaction product. The product is: [S:9]1[CH:13]=[CH:12][CH:11]=[C:10]1[C:14]1[N:3]([CH2:4][C:5]([OH:7])=[O:6])[C:2](=[S:1])[NH:17][N:16]=1. (9) Given the reactants [Br:1][C:2]1[CH:7]=[CH:6][N:5]=[CH:4][C:3]=1[NH:8][CH3:9].[Li+].C[Si]([N-][Si](C)(C)C)(C)C.[F:20][C:21]([F:36])([F:35])[C:22]1[CH:23]=[C:24]([CH:28]=[C:29]([C:31]([F:34])([F:33])[F:32])[CH:30]=1)[C:25](Cl)=[O:26], predict the reaction product. The product is: [Br:1][C:2]1[CH:7]=[CH:6][N:5]=[CH:4][C:3]=1[N:8]([CH3:9])[C:25](=[O:26])[C:24]1[CH:23]=[C:22]([C:21]([F:36])([F:35])[F:20])[CH:30]=[C:29]([C:31]([F:34])([F:33])[F:32])[CH:28]=1. (10) Given the reactants [Cl:1][C:2]1[CH:3]=[C:4]([CH:13]=[CH:14][CH:15]=1)[CH2:5][C:6]1[N:11]=[CH:10][C:9]([NH2:12])=[CH:8][N:7]=1.C(O[CH:19]=[C:20]([C:26]([O:28][CH2:29][CH3:30])=[O:27])[C:21]([O:23][CH2:24][CH3:25])=[O:22])C, predict the reaction product. The product is: [CH2:24]([O:23][C:21](=[O:22])[C:20](=[CH:19][NH:12][C:9]1[CH:10]=[N:11][C:6]([CH2:5][C:4]2[CH:13]=[CH:14][CH:15]=[C:2]([Cl:1])[CH:3]=2)=[N:7][CH:8]=1)[C:26]([O:28][CH2:29][CH3:30])=[O:27])[CH3:25].